Dataset: Forward reaction prediction with 1.9M reactions from USPTO patents (1976-2016). Task: Predict the product of the given reaction. (1) Given the reactants [NH:1]1[CH2:6][CH2:5][CH2:4][CH2:3][CH2:2]1.[CH3:7][C:8]1([CH3:16])[CH2:13][CH:12]([CH3:14])[CH2:11][C:10](=O)[CH2:9]1.S([O-])([O-])(=O)=O.[Mg+2], predict the reaction product. The product is: [CH3:7][C:8]1([CH3:16])[CH2:13][CH:12]([CH3:14])[CH2:11][CH:10]([N:1]2[CH2:6][CH2:5][CH2:4][CH2:3][CH2:2]2)[CH2:9]1. (2) The product is: [F:38][C:9]([F:8])([F:37])[C:10]1[CH:11]=[CH:12][C:13]([CH2:14][O:15][C:16]2[CH:17]=[C:18]([CH:32]=[CH:33][CH:34]=2)[C:19]([NH:21][C:22]2[CH:27]=[CH:26][CH:25]=[CH:24][C:23]=2[S:28]([NH:29][C:1](=[O:3])[CH3:2])(=[O:30])=[O:31])=[O:20])=[CH:35][CH:36]=1. Given the reactants [C:1](OC(=O)C)(=[O:3])[CH3:2].[F:8][C:9]([F:38])([F:37])[C:10]1[CH:36]=[CH:35][C:13]([CH2:14][O:15][C:16]2[CH:17]=[C:18]([CH:32]=[CH:33][CH:34]=2)[C:19]([NH:21][C:22]2[CH:27]=[CH:26][CH:25]=[CH:24][C:23]=2[S:28](=[O:31])(=[O:30])[NH2:29])=[O:20])=[CH:12][CH:11]=1, predict the reaction product. (3) Given the reactants SCC(C(CS)O)O.[S:9]([C:12]1[CH:25]=[CH:24][C:15]2[N:16]=[C:17]([NH:19][C:20](=[O:23])[O:21][CH3:22])[S:18][C:14]=2[CH:13]=1)C#N, predict the reaction product. The product is: [SH:9][C:12]1[CH:25]=[CH:24][C:15]2[N:16]=[C:17]([NH:19][C:20](=[O:23])[O:21][CH3:22])[S:18][C:14]=2[CH:13]=1. (4) Given the reactants [NH:1]([C:15]([O:17][CH2:18][C:19]1[CH:24]=[CH:23][CH:22]=[CH:21][CH:20]=1)=[O:16])[C@H:2]([C:12]([OH:14])=O)[CH2:3][CH2:4][C:5](=[O:11])[O:6][C:7]([CH3:10])([CH3:9])[CH3:8].C1C=CC2N(O)N=NC=2C=1.CCN=C=NCCCN(C)C.[CH2:46]([O:48][C:49]([N:51]1[CH2:56][CH2:55][NH:54][CH2:53][CH2:52]1)=[O:50])[CH3:47].C([O-])(O)=O.[Na+], predict the reaction product. The product is: [CH2:46]([O:48][C:49]([N:51]1[CH2:52][CH2:53][N:54]([C:12](=[O:14])[C@@H:2]([NH:1][C:15]([O:17][CH2:18][C:19]2[CH:24]=[CH:23][CH:22]=[CH:21][CH:20]=2)=[O:16])[CH2:3][CH2:4][C:5]([O:6][C:7]([CH3:8])([CH3:9])[CH3:10])=[O:11])[CH2:55][CH2:56]1)=[O:50])[CH3:47]. (5) The product is: [NH:3]1[C:11]2[C:6](=[CH:7][CH:8]=[CH:9][CH:10]=2)[C:5]([CH:12]2[CH2:17][CH2:16][CH:15]([NH:18][CH:19]([CH:23]3[CH2:24][CH2:25][N:26]([C:40](=[O:41])/[CH:39]=[CH:38]/[C:36]4[CH:35]=[CH:34][C:33]5[O:29][CH2:30][CH2:31][C:32]=5[CH:37]=4)[CH2:27][CH2:28]3)[C:20]([NH2:22])=[O:21])[CH2:14][CH2:13]2)=[CH:4]1. Given the reactants Cl.Cl.[NH:3]1[C:11]2[C:6](=[CH:7][CH:8]=[CH:9][CH:10]=2)[C:5]([CH:12]2[CH2:17][CH2:16][CH:15]([NH:18][CH:19]([CH:23]3[CH2:28][CH2:27][NH:26][CH2:25][CH2:24]3)[C:20]([NH2:22])=[O:21])[CH2:14][CH2:13]2)=[CH:4]1.[O:29]1[C:33]2[CH:34]=[CH:35][C:36](/[CH:38]=[CH:39]/[C:40](O)=[O:41])=[CH:37][C:32]=2[CH2:31][CH2:30]1, predict the reaction product. (6) Given the reactants FC(F)(F)C(O)=O.[CH3:8][CH:9]([O:11][C:12]1[C:17]([C:18]#[N:19])=[CH:16][C:15]([C:20]2[O:24][N:23]=[C:22]([C:25]3[C:26]([CH3:35])=[C:27]4[C:32](=[CH:33][CH:34]=3)[CH2:31][NH:30][CH2:29][CH2:28]4)[N:21]=2)=[CH:14][N:13]=1)[CH3:10].Br[CH2:37][C:38]([O:40][C:41]([CH3:44])([CH3:43])[CH3:42])=[O:39].C(=O)([O-])[O-].[K+].[K+], predict the reaction product. The product is: [C:18]([C:17]1[CH:16]=[C:15]([C:20]2[O:24][N:23]=[C:22]([C:25]3[C:26]([CH3:35])=[C:27]4[C:32](=[CH:33][CH:34]=3)[CH2:31][N:30]([CH2:37][C:38]([O:40][C:41]([CH3:44])([CH3:43])[CH3:42])=[O:39])[CH2:29][CH2:28]4)[N:21]=2)[CH:14]=[N:13][C:12]=1[O:11][CH:9]([CH3:8])[CH3:10])#[N:19]. (7) Given the reactants [C:1]([C:5]1[CH:33]=[CH:32][C:8]([CH2:9][N:10]([CH2:23][CH2:24][C:25]2[CH:30]=[CH:29][CH:28]=[C:27]([OH:31])[CH:26]=2)[C:11]([C:13]2[CH:14]=[C:15]([Cl:22])[CH:16]=[C:17]3[C:21]=2[NH:20][CH:19]=[CH:18]3)=[O:12])=[CH:7][CH:6]=1)([CH3:4])([CH3:3])[CH3:2].C(=O)([O-])[O-].[K+].[K+].Br[CH2:41][CH:42]1[CH2:44][CH2:43]1, predict the reaction product. The product is: [C:1]([C:5]1[CH:33]=[CH:32][C:8]([CH2:9][N:10]([CH2:23][CH2:24][C:25]2[CH:30]=[CH:29][CH:28]=[C:27]([O:31][CH2:41][CH:42]3[CH2:44][CH2:43]3)[CH:26]=2)[C:11]([C:13]2[CH:14]=[C:15]([Cl:22])[CH:16]=[C:17]3[C:21]=2[NH:20][CH:19]=[CH:18]3)=[O:12])=[CH:7][CH:6]=1)([CH3:4])([CH3:2])[CH3:3]. (8) Given the reactants [F:1][C:2]1([F:51])[C:6]2[N:7]([CH2:14][C:15]([NH:17][C@H:18]([C:28]3[C:33](C4C=CC(F)=C(C=4)C(N)=O)=[CH:32][N:31]=[C:30]([C:44]#[C:45][C:46]([OH:49])([CH3:48])[CH3:47])[N:29]=3)[CH2:19][C:20]3[CH:25]=[C:24]([F:26])[CH:23]=[C:22]([F:27])[CH:21]=3)=[O:16])[N:8]=[C:9]([C:10]([F:13])([F:12])[F:11])[C:5]=2[C@H:4]2[CH2:50][C@@H:3]12.BrC1C([C@@H](NC(=O)CN2C3C(F)(F)[C@@H]4C[C@@H]4C=3C(C(F)(F)F)=N2)CC2C=C(F)C=C(F)C=2)=NC(SC)=NC=1.[CH3:90][N:91]1[C:99]2[C:94](=[CH:95][CH:96]=[CH:97][C:98]=2B2OC(C)(C)C(C)(C)O2)[C:93]([NH:109][S:110]([CH3:113])(=[O:112])=[O:111])=[N:92]1, predict the reaction product. The product is: [F:51][C:2]1([F:1])[C:6]2[N:7]([CH2:14][C:15]([NH:17][C@H:18]([C:28]3[C:33]([C:98]4[CH:97]=[CH:96][CH:95]=[C:94]5[C:99]=4[N:91]([CH3:90])[N:92]=[C:93]5[NH:109][S:110]([CH3:113])(=[O:111])=[O:112])=[CH:32][N:31]=[C:30]([C:44]#[C:45][C:46]([OH:49])([CH3:48])[CH3:47])[N:29]=3)[CH2:19][C:20]3[CH:25]=[C:24]([F:26])[CH:23]=[C:22]([F:27])[CH:21]=3)=[O:16])[N:8]=[C:9]([C:10]([F:11])([F:12])[F:13])[C:5]=2[C@H:4]2[CH2:50][C@@H:3]12.